Dataset: Full USPTO retrosynthesis dataset with 1.9M reactions from patents (1976-2016). Task: Predict the reactants needed to synthesize the given product. (1) Given the product [ClH:19].[NH:4]1[CH2:3][CH:2]([O:1][C:20]2[N:25]=[CH:24][C:23]([F:26])=[CH:22][N:21]=2)[CH2:5]1, predict the reactants needed to synthesize it. The reactants are: [OH:1][CH:2]1[CH2:5][N:4](C(OC(C)(C)C)=O)[CH2:3]1.CC(C)([O-])C.[K+].[Cl:19][C:20]1[N:25]=[CH:24][C:23]([F:26])=[CH:22][N:21]=1. (2) Given the product [Cl:10][CH:36]([N:37]1[C:42]2[N:43]=[CH:44][CH:45]=[CH:46][C:41]=2[S:40](=[O:48])(=[O:47])[N:39]([C:49]2[CH:54]=[CH:53][C:52]([O:55][CH3:56])=[C:51]([O:57][CH3:58])[CH:50]=2)[C:38]1=[O:59])[C:35]1[C:34]([F:33])=[CH:63][CH:62]=[CH:61][C:60]=1[F:66], predict the reactants needed to synthesize it. The reactants are: FC1C=C([Cl:10])C=C(F)C=1CN.C(N(CC)C(C)C)(C)C.C(N1C=CN=C1)(N1C=CN=C1)=O.[F:33][C:34]1[CH:63]=[C:62](OC)[CH:61]=[C:60]([F:66])[C:35]=1[CH2:36][N:37]1[C:42]2[N:43]=[CH:44][CH:45]=[CH:46][C:41]=2[S:40](=[O:48])(=[O:47])[N:39]([C:49]2[CH:54]=[CH:53][C:52]([O:55][CH3:56])=[C:51]([O:57][CH3:58])[CH:50]=2)[C:38]1=[O:59]. (3) Given the product [NH2:57][CH2:56][CH2:55][CH2:54][CH2:53][C@H:49]([NH:48][C:40]([CH2:39][CH2:38][O:37][C:34]1[CH:35]=[CH:36][C:31]([CH2:30][C:29]2[C:25]([O:24][C@@H:6]3[O:7][C@H:8]([CH2:19][OH:20])[C@@H:9]([OH:15])[C@H:10]([OH:11])[C@H:5]3[OH:4])=[N:26][NH:27][C:28]=2[CH:44]([CH3:46])[CH3:45])=[C:32]([CH3:43])[CH:33]=1)=[O:41])[C:50](=[O:51])[NH2:52], predict the reactants needed to synthesize it. The reactants are: C([O:4][C@@H:5]1[C@@H:10]([O:11]C(=O)C)[C@H:9]([O:15]C(=O)C)[C@@H:8]([CH2:19][O:20]C(=O)C)[O:7][C@H:6]1[O:24][C:25]1[C:29]([CH2:30][C:31]2[CH:36]=[CH:35][C:34]([O:37][CH2:38][CH2:39][C:40](O)=[O:41])=[CH:33][C:32]=2[CH3:43])=[C:28]([CH:44]([CH3:46])[CH3:45])[NH:27][N:26]=1)(=O)C.Cl.[NH2:48][C@@H:49]([CH2:53][CH2:54][CH2:55][CH2:56][NH:57]C(OCC1C=CC=CC=1)=O)[C:50]([NH2:52])=[O:51].C(N1CCNCC1)C1C=CC=CC=1. (4) Given the product [Br:17][C:15]1[N:16]=[C:11]2[C:10]([CH3:19])=[N:9][NH:8][C:12]2=[N:13][C:14]=1[CH3:18], predict the reactants needed to synthesize it. The reactants are: C([N:8]1[C:12]2=[N:13][C:14]([CH3:18])=[C:15]([Br:17])[N:16]=[C:11]2[C:10]([CH3:19])=[N:9]1)C1C=CC=CC=1.[Cl-].[Al+3].[Cl-].[Cl-]. (5) The reactants are: [CH3:1][O:2][C:3]1[CH:10]=[CH:9][C:6]([CH2:7][OH:8])=[CH:5][CH:4]=1.[C:11]([N:14]1[C:23]2[C:18](=[CH:19][C:20]([C:24](O)=[O:25])=[CH:21][CH:22]=2)[C:17]([C:28]2[CH:33]=[CH:32][CH:31]=[CH:30][CH:29]=2)([CH3:27])[CH2:16][C:15]1([CH3:35])[CH3:34])(=[O:13])[CH3:12].CN(C(ON1N=NC2C=CC=NC1=2)=[N+](C)C)C.F[P-](F)(F)(F)(F)F.C(N(CC)C(C)C)(C)C. Given the product [C:11]([N:14]1[C:23]2[C:18](=[CH:19][C:20]([C:24]([O:8][CH2:7][C:6]3[CH:9]=[CH:10][C:3]([O:2][CH3:1])=[CH:4][CH:5]=3)=[O:25])=[CH:21][CH:22]=2)[C:17]([C:28]2[CH:33]=[CH:32][CH:31]=[CH:30][CH:29]=2)([CH3:27])[CH2:16][C:15]1([CH3:35])[CH3:34])(=[O:13])[CH3:12], predict the reactants needed to synthesize it. (6) Given the product [CH:1]([O:4][C:5]([C@H:7]1[CH2:8][CH2:9][C@H:10]([C:13]2[CH:14]=[CH:15][C:16]([NH:19][C:27](=[O:29])[CH3:28])=[CH:17][CH:18]=2)[CH2:11][CH2:12]1)=[O:6])([CH3:3])[CH3:2], predict the reactants needed to synthesize it. The reactants are: [CH:1]([O:4][C:5]([C@H:7]1[CH2:12][CH2:11][C@H:10]([C:13]2[CH:18]=[CH:17][C:16]([NH2:19])=[CH:15][CH:14]=2)[CH2:9][CH2:8]1)=[O:6])([CH3:3])[CH3:2].C(N(CC)CC)C.[C:27](OC(=O)C)(=[O:29])[CH3:28]. (7) Given the product [CH2:1]([CH:4]1[CH2:5][N:6]([C:10]([O:12][C:13]([CH3:16])([CH3:15])[CH3:14])=[O:11])[CH2:7][C:8]1([C:38](=[O:39])[NH:34][C:29]1[CH:30]=[CH:31][CH:32]=[CH:33][C:28]=1[N+:25]([O-:27])=[O:26])[NH:24][C:19](=[O:20])[C:18]([F:23])([F:22])[F:17])[CH:2]=[CH2:3], predict the reactants needed to synthesize it. The reactants are: [CH2:1]([CH:4]1[C:8](=O)[CH2:7][N:6]([C:10]([O:12][C:13]([CH3:16])([CH3:15])[CH3:14])=[O:11])[CH2:5]1)[CH:2]=[CH2:3].[F:17][C:18]([F:23])([F:22])[C:19]([O-])=[O:20].[NH4+:24].[N+:25]([C:28]1[CH:33]=[CH:32][CH:31]=[CH:30][C:29]=1[N+:34]#[C-])([O-:27])=[O:26].FC(F)(F)[CH2:38][OH:39]. (8) Given the product [CH3:36][C:37]1[C:41]([C:7]2[CH:12]=[CH:11][C:10]([N:13]3[CH:18]=[C:17]([O:19][CH3:20])[C:16](=[O:21])[C:15]([C:22]4[N:26]([C:27]5[CH:32]=[CH:31][CH:30]=[CH:29][CH:28]=5)[N:25]=[CH:24][CH:23]=4)=[N:14]3)=[C:9]([F:33])[CH:8]=2)=[C:40]([CH3:45])[O:39][N:38]=1, predict the reactants needed to synthesize it. The reactants are: FC(F)(F)S(O[C:7]1[CH:12]=[CH:11][C:10]([N:13]2[CH:18]=[C:17]([O:19][CH3:20])[C:16](=[O:21])[C:15]([C:22]3[N:26]([C:27]4[CH:32]=[CH:31][CH:30]=[CH:29][CH:28]=4)[N:25]=[CH:24][CH:23]=3)=[N:14]2)=[C:9]([F:33])[CH:8]=1)(=O)=O.[CH3:36][C:37]1[C:41](B(O)O)=[C:40]([CH3:45])[O:39][N:38]=1.C([O-])([O-])=O.[Na+].[Na+].COCCOC. (9) Given the product [CH3:11][C:3]1[CH:4]=[C:5]([N+:8]([O-:10])=[O:9])[CH:6]=[CH:7][C:2]=1[N:12]1[CH2:17][CH2:16][NH:15][CH2:14][CH2:13]1, predict the reactants needed to synthesize it. The reactants are: F[C:2]1[CH:7]=[CH:6][C:5]([N+:8]([O-:10])=[O:9])=[CH:4][C:3]=1[CH3:11].[NH:12]1[CH2:17][CH2:16][NH:15][CH2:14][CH2:13]1.C(=O)([O-])[O-].[K+].[K+].O.